From a dataset of Full USPTO retrosynthesis dataset with 1.9M reactions from patents (1976-2016). Predict the reactants needed to synthesize the given product. (1) Given the product [CH2:21]([N:18]1[CH2:19][CH2:20][CH:15]([NH:14][C:4](=[O:6])[C:3]2[C:7]([N+:11]([O-:13])=[O:12])=[CH:8][CH:9]=[CH:10][C:2]=2[Cl:1])[CH2:16][CH2:17]1)[C:22]1[CH:23]=[CH:24][CH:25]=[CH:26][CH:27]=1, predict the reactants needed to synthesize it. The reactants are: [Cl:1][C:2]1[CH:10]=[CH:9][CH:8]=[C:7]([N+:11]([O-:13])=[O:12])[C:3]=1[C:4]([OH:6])=O.[NH2:14][CH:15]1[CH2:20][CH2:19][N:18]([CH2:21][C:22]2[CH:27]=[CH:26][CH:25]=[CH:24][CH:23]=2)[CH2:17][CH2:16]1.ON1C2C=CC=CC=2N=N1.CN(C)CCCN=C=NCC.C(N(CC)CC)C. (2) The reactants are: [C:1]([C:3]1[CH:4]=[C:5]([CH:8]=[CH:9][CH:10]=1)[CH:6]=O)#[N:2].[C:11]([NH:14][NH2:15])([NH2:13])=[NH:12].[ClH:16]. Given the product [ClH:16].[C:1]([C:3]1[CH:4]=[C:5]([CH:8]=[CH:9][CH:10]=1)[CH:6]=[N:15][NH:14][C:11]([NH2:13])=[NH:12])#[N:2], predict the reactants needed to synthesize it.